This data is from Experimentally validated miRNA-target interactions with 360,000+ pairs, plus equal number of negative samples. The task is: Binary Classification. Given a miRNA mature sequence and a target amino acid sequence, predict their likelihood of interaction. (1) The miRNA is mmu-miR-544-3p with sequence AUUCUGCAUUUUUAGCAAGCUC. The protein sequence of the target gene is MALPFLPGNSFNRNIGKERFHKSQHWGFCNNVRMLVSENKPGVGGDLLYGQKIKPKHSVFPKGDGTDAPSWVAFDKQVLSFDAYLEDEISDKRQEIFRIRYYKIYFYLEDDTIQVNEPEVINSGLPQGTSIRRQRIPYPPPNDDQFYTVYDFNINISVVFYGRTFKIYDCDPFTKNFLKKIGIKLNPPGQCPLDPYMKMRRETLEFVDPFRPYQSFDTLKRFIQYDGKVLRFFCLWDDSTSLFGDRREFVLHYFLCDGTVEIREVLPSNSGRDAMSSFLRRGKLPKYGPPGIYQPGQITD.... Result: 0 (no interaction). (2) The miRNA is mmu-miR-5119 with sequence CAUCUCAUCCUGGGGCUGG. The protein sequence of the target gene is MEESMEEEEMLTYEAMMDDQNHNNWEAAADSFRQPPPAPPLPPPPPPRPSSSIPDPGRELPGGQLLAVHAGSMERKGPKEGLPMGPPPLPEPNGVIMMLKSCDAAAAVAKTAPAPTSSSTININTSTSKFLMNVITIEDYKSTYWPKLDGAIDQLLTQSPGDYIPISYEQIYSCVYKCVCQQHSEQMYSDLIKKITSHLERVSKELQASPPDLYIERFNIALGQYMGALQSIVPLFIYMNKFYIETKLNRDLKDDLIKLFTEHVAEKHIYSLMPLLLEAQSTPFQVTPSTMANIVKGLYT.... Result: 0 (no interaction). (3) The miRNA is hsa-miR-6090 with sequence GGGGAGCGAGGGGCGGGGC. The protein sequence of the target gene is MAAADIARQVGEDCRTVPLAGHVGFDSLPDQLVNKSVSQGFCFNILCVGETGLGKSTLMDTLFNTKFEGEPATHTQPGVQLQSNTYDLQESNVGLKLTIVSTVGFGDQINKEDSYKPIVEFIDAQFEAYLQEELKIRRVLHSYHDSRIHVCLYFIAPTGHSLKSLDLVTMKKLDSKVNIIPVIAKSDAISKSELAKFKIKITSELVSNGVQIYQFPTDDESVSEINGTMNAHLPFAVVGSTEEVKIGNKMMRARQYPWGTVQVENEAHCDFVKLREMLIRVNMEDLREQTHARHYELYRR.... Result: 0 (no interaction). (4) Result: 0 (no interaction). The protein sequence of the target gene is MASSLTCTGVIWALLSFLCAATSCVGFFMPYWLWGSQLGKPVSFGTFRRCSYPVHDESRQMMVMVEECGRYASFQGIPSAEWRICTIVTGLGCGLLLLVALTALMGCCVSDLISRTVGRVAGGIQFLGGLLIGAGCALYPLGWDSEEVRQTCGYTSGQFDLGKCEIGWAYYCTGAGATAAMLLCTWLACFSGKKQKHYPY. The miRNA is hsa-miR-101-5p with sequence CAGUUAUCACAGUGCUGAUGCU.